From a dataset of Reaction yield outcomes from USPTO patents with 853,638 reactions. Predict the reaction yield, written as a fraction of the theoretical maximum amount of product (1.0 means a 100% yield; for example, 0.34 means a 34% yield). (1) The reactants are [Cl-].[C:2]([O:6][C:7]([NH:9][NH:10][C:11]([CH2:13][C:14]1[CH:39]=[CH:38][C:17]([CH2:18][P+](C2C=CC=CC=2)(C2C=CC=CC=2)C2C=CC=CC=2)=[CH:16][CH:15]=1)=[O:12])=[O:8])([CH3:5])([CH3:4])[CH3:3].C([Li])CCC.[CH:45]([C:47]1[S:51][C:50]([NH:52][C:53](=[O:55])[CH3:54])=[CH:49][CH:48]=1)=O.[Cl-].[NH4+]. The catalyst is O1CCCC1. The product is [C:53]([NH:52][C:50]1[S:51][C:47]([CH:45]=[CH:18][C:17]2[CH:16]=[CH:15][C:14]([CH2:13][C:11]([NH:10][NH:9][C:7]([O:6][C:2]([CH3:3])([CH3:4])[CH3:5])=[O:8])=[O:12])=[CH:39][CH:38]=2)=[CH:48][CH:49]=1)(=[O:55])[CH3:54]. The yield is 0.280. (2) The reactants are [CH3:1][O:2][C:3]([C:5]1[C:6]2[CH2:7][C:8]([CH3:24])([CH3:23])[CH:9]([C:16]3[CH:21]=[CH:20][CH:19]=[C:18](Br)[CH:17]=3)[NH:10][C:11]=2[CH:12]=[C:13]([F:15])[CH:14]=1)=[O:4].[NH:25]1[CH2:30][CH2:29][O:28][CH2:27][CH2:26]1.Cl.CN(C)CC(O)=O.C(=O)([O-])[O-].[K+].[K+]. The catalyst is CS(C)=O.[Cu]I. The product is [CH3:1][O:2][C:3]([C:5]1[C:6]2[CH2:7][C:8]([CH3:24])([CH3:23])[CH:9]([C:16]3[CH:21]=[CH:20][CH:19]=[C:18]([N:25]4[CH2:30][CH2:29][O:28][CH2:27][CH2:26]4)[CH:17]=3)[NH:10][C:11]=2[CH:12]=[C:13]([F:15])[CH:14]=1)=[O:4]. The yield is 0.800.